From a dataset of HIV replication inhibition screening data with 41,000+ compounds from the AIDS Antiviral Screen. Binary Classification. Given a drug SMILES string, predict its activity (active/inactive) in a high-throughput screening assay against a specified biological target. (1) The drug is CC1=NS(=O)(=O)NC(C)(C)C1. The result is 0 (inactive). (2) The drug is N=c1[nH]c2c3nc(Nc4ccccc4)sc3nc(=O)n2c2sc(Nc3ccccc3)nc12. The result is 0 (inactive). (3) The drug is N#CCCN(CCC#N)c1ccc(C=C2SC(=S)NC2=O)cc1Br. The result is 0 (inactive). (4) The drug is CC1CCCC2(C1)OCC(O)CO2. The result is 0 (inactive). (5) The drug is NC(=O)C(=O)C(c1ccccc1)S(=O)(=O)Cc1ccccc1. The result is 0 (inactive). (6) The drug is CCCCN(CCCC)CC(N=O)c1cc(-c2ccc(Cl)c(Cl)c2)nc2c(Cl)cc(Cl)cc12. The result is 0 (inactive). (7) The molecule is CC(=O)NNc1nc(C)c(C(C=Cc2ccc([N+](=O)[O-])cc2)=NNC(N)=S)s1. The result is 0 (inactive). (8) The drug is O=Cc1cc(C(=O)OCc2ccccc2)n(S(=O)(=O)c2ccccc2)c1. The result is 0 (inactive). (9) The molecule is CC(C)N1CCCOC(c2ccc([N+](=O)[O-])cc2)O1. The result is 0 (inactive). (10) The molecule is CC(C)(C)ON=Cc1cc(NC(=S)c2ccsc2)ccc1Cl. The result is 1 (active).